From a dataset of Catalyst prediction with 721,799 reactions and 888 catalyst types from USPTO. Predict which catalyst facilitates the given reaction. (1) Product: [Br:25][C:21]1[CH:2]=[CH:16][C:5]([NH:4][C:9]([C:8]2[CH:11]=[C:12]([Cl:14])[NH:13][N:7]=2)=[O:10])=[N:23][C:22]=1[CH3:24]. The catalyst class is: 142. Reactant: Cl[C:2]1[CH:16]=[C:5]2C(=O)[N:7]3[N:13]=[C:12]([Cl:14])[CH:11]=[C:8]3[C:9](=[O:10])[N:4]2N=1.NC1[N:23]=[C:22]([CH3:24])[C:21]([Br:25])=CC=1. (2) Reactant: [H-].[H-].[H-].[H-].[Li+].[Al+3].CC1C=CC(S([O:17][CH2:18][C@H:19]2[CH2:24][CH2:23][C@H:22]([CH2:25]O)[CH2:21][CH2:20]2)(=O)=O)=CC=1. Product: [CH3:25][C@H:22]1[CH2:23][CH2:24][C@H:19]([CH2:18][OH:17])[CH2:20][CH2:21]1. The catalyst class is: 1. (3) Reactant: [NH2:1]/[CH:2]=[C:3](/[N:9]1[C:13]([CH3:14])=[CH:12][CH:11]=[C:10]1[C:15]([O:17]CC)=O)\[C:4]([O:6][CH2:7][CH3:8])=[O:5].CC(C)([O-])C.[Na+].[H-].[Na+].O. Product: [CH3:14][C:13]1[N:9]2[C:3]([C:4]([O:6][CH2:7][CH3:8])=[O:5])=[CH:2][NH:1][C:15](=[O:17])[C:10]2=[CH:11][CH:12]=1. The catalyst class is: 9.